From a dataset of Forward reaction prediction with 1.9M reactions from USPTO patents (1976-2016). Predict the product of the given reaction. Given the reactants [NH2:1][C:2]1[CH:3]=[C:4]([C:16]([O:18][CH3:19])=[O:17])[CH:5]=[C:6]([C:9]2[CH:14]=[CH:13][C:12]([F:15])=[CH:11][CH:10]=2)[C:7]=1[OH:8].[C:20](O)(=O)[CH:21]([CH3:23])[CH3:22].C1(P(C2C=CC=CC=2)C2C=CC=CC=2)C=CC=CC=1.ClC(Cl)(Cl)C#N, predict the reaction product. The product is: [F:15][C:12]1[CH:11]=[CH:10][C:9]([C:6]2[C:7]3[O:8][C:20]([CH:21]([CH3:23])[CH3:22])=[N:1][C:2]=3[CH:3]=[C:4]([C:16]([O:18][CH3:19])=[O:17])[CH:5]=2)=[CH:14][CH:13]=1.